Dataset: Forward reaction prediction with 1.9M reactions from USPTO patents (1976-2016). Task: Predict the product of the given reaction. (1) Given the reactants [CH:1]1([N:6]2[C:11]3[N:12]=[C:13]([S:16][CH3:17])[N:14]=[CH:15][C:10]=3[CH:9]=[C:8]([CH2:18][O:19][C:20](=[O:22])[CH3:21])[C:7]2=[O:23])[CH2:5][CH2:4][CH2:3][CH2:2]1.C1(S(N2C(C3C=CC=CC=3)O2)(=O)=[O:31])C=CC=CC=1.C(OCC)C, predict the reaction product. The product is: [CH:1]1([N:6]2[C:11]3[N:12]=[C:13]([S:16]([CH3:17])=[O:31])[N:14]=[CH:15][C:10]=3[CH:9]=[C:8]([CH2:18][O:19][C:20](=[O:22])[CH3:21])[C:7]2=[O:23])[CH2:2][CH2:3][CH2:4][CH2:5]1. (2) Given the reactants [Cl:1][C:2]1[CH:3]=[C:4]([NH2:10])[CH:5]=[N:6][C:7]=1[O:8][CH3:9].F[C:12]1[C:17]([C:18]2[N:23]=[C:22]([CH3:24])[N:21]=[C:20]([N:25]([CH2:35][C:36]3[CH:41]=[CH:40][C:39]([O:42][CH3:43])=[CH:38][CH:37]=3)[CH2:26][C:27]3[CH:32]=[CH:31][C:30]([O:33][CH3:34])=[CH:29][CH:28]=3)[N:19]=2)=[CH:16][CH:15]=[CH:14][N:13]=1, predict the reaction product. The product is: [Cl:1][C:2]1[CH:3]=[C:4]([NH:10][C:12]2[C:17]([C:18]3[N:23]=[C:22]([CH3:24])[N:21]=[C:20]([N:25]([CH2:26][C:27]4[CH:28]=[CH:29][C:30]([O:33][CH3:34])=[CH:31][CH:32]=4)[CH2:35][C:36]4[CH:37]=[CH:38][C:39]([O:42][CH3:43])=[CH:40][CH:41]=4)[N:19]=3)=[CH:16][CH:15]=[CH:14][N:13]=2)[CH:5]=[N:6][C:7]=1[O:8][CH3:9]. (3) Given the reactants [F:1][C:2]([F:10])([F:9])[CH:3]([OH:8])[C:4]([F:7])([F:6])[F:5].S(OC)(O[CH3:15])(=O)=O.[OH-].[Na+], predict the reaction product. The product is: [CH:3]([O:8][CH3:15])([C:4]([F:7])([F:6])[F:5])[C:2]([F:10])([F:9])[F:1].